From a dataset of Forward reaction prediction with 1.9M reactions from USPTO patents (1976-2016). Predict the product of the given reaction. (1) Given the reactants O.ON1C2C=CC=CC=2N=N1.Cl.CN(C)CCCN=C=NCC.[CH:24]1([C:27]([C:29]2[CH:53]=[CH:52][C:32]([O:33][C@@H:34]([C:37]3[O:41][N:40]=[C:39]([C:42]4[CH:50]=[CH:49][C:45]([C:46](O)=[O:47])=[C:44]([F:51])[CH:43]=4)[N:38]=3)[CH2:35][CH3:36])=[CH:31][CH:30]=2)=[O:28])[CH2:26][CH2:25]1.[NH2:54][C@H:55]1[C@H:59]([OH:60])[CH2:58][O:57][C:56]1=[O:61], predict the reaction product. The product is: [CH:24]1([C:27]([C:29]2[CH:30]=[CH:31][C:32]([O:33][C@@H:34]([C:37]3[O:41][N:40]=[C:39]([C:42]4[CH:50]=[CH:49][C:45]([C:46]([NH:54][C@H:55]5[C@H:59]([OH:60])[CH2:58][O:57][C:56]5=[O:61])=[O:47])=[C:44]([F:51])[CH:43]=4)[N:38]=3)[CH2:35][CH3:36])=[CH:52][CH:53]=2)=[O:28])[CH2:25][CH2:26]1. (2) The product is: [N+:1]([C:4]1[CH:5]=[C:6]([CH:10]=[C:11]([C:13]([F:16])([F:15])[F:14])[CH:12]=1)[C:7]([NH:41][C:36]1[CH:35]=[CH:40][CH:39]=[C:38]([C:64]2[N:63]3[N:59]=[C:60]([C:71]4[CH:55]=[CH:53][N:52]=[CH:56][CH:58]=4)[CH:61]=[C:62]3[N:67]=[CH:66][CH:65]=2)[CH:37]=1)=[O:9])([O-:3])=[O:2]. Given the reactants [N+:1]([C:4]1[CH:5]=[C:6]([CH:10]=[C:11]([C:13]([F:16])([F:15])[F:14])[CH:12]=1)[C:7]([OH:9])=O)([O-:3])=[O:2].C1CN([P+](ON2N=[N:41][C:36]3[CH:37]=[CH:38][CH:39]=[CH:40][C:35]2=3)(N2CCCC2)N2CCCC2)CC1.F[P-](F)(F)(F)(F)F.CC[N:52]([CH:56]([CH3:58])C)[CH:53]([CH3:55])C.[N:59]1[N:63]2[CH:64]=[CH:65][CH:66]=[N:67][C:62]2=[C:61](C(O)=O)[CH:60]=1.[CH3:71]N(C=O)C, predict the reaction product.